Dataset: CYP2D6 inhibition data for predicting drug metabolism from PubChem BioAssay. Task: Regression/Classification. Given a drug SMILES string, predict its absorption, distribution, metabolism, or excretion properties. Task type varies by dataset: regression for continuous measurements (e.g., permeability, clearance, half-life) or binary classification for categorical outcomes (e.g., BBB penetration, CYP inhibition). Dataset: cyp2d6_veith. (1) The compound is CN1CCN(c2ncc3nc(-c4ccc(Cl)cc4)c(=O)n(Cc4cccs4)c3n2)CC1. The result is 0 (non-inhibitor). (2) The drug is Cc1ccc(CNC(=O)[C@H]2C[C@@H]2[C@H](NP(=O)(c2ccccc2)c2ccccc2)c2ccccc2)o1. The result is 0 (non-inhibitor). (3) The compound is c1cncc(-c2ccc3ncnc(N4CCNCC4)c3c2)c1. The result is 0 (non-inhibitor). (4) The drug is Cn1c(CCNC(=O)c2ccccc2Cl)n[nH]c1=S. The result is 0 (non-inhibitor). (5) The molecule is C[C@H](CCC(=O)NCC(=O)O)[C@H]1CC[C@H]2[C@@H]3[C@@H](O)C[C@H]4C[C@@H](O)CC[C@@]4(C)[C@@H]3C[C@@H](O)[C@@]21C. The result is 0 (non-inhibitor).